This data is from TCR-epitope binding with 47,182 pairs between 192 epitopes and 23,139 TCRs. The task is: Binary Classification. Given a T-cell receptor sequence (or CDR3 region) and an epitope sequence, predict whether binding occurs between them. (1) The epitope is EIYKRWII. The TCR CDR3 sequence is CASSQVRLNTEAFF. Result: 0 (the TCR does not bind to the epitope). (2) The epitope is SEPVLKGVKL. The TCR CDR3 sequence is CATSDPDGYEQYF. Result: 1 (the TCR binds to the epitope). (3) The epitope is FLNGSCGSV. The TCR CDR3 sequence is CASSLARGLSYNEQFF. Result: 1 (the TCR binds to the epitope). (4) The epitope is PROT_97E67BCC. The TCR CDR3 sequence is CASSTRIRGGTDKQYF. Result: 1 (the TCR binds to the epitope). (5) The epitope is YLNTLTLAV. The TCR CDR3 sequence is CASSLETRNSPLHF. Result: 0 (the TCR does not bind to the epitope).